From a dataset of Reaction yield outcomes from USPTO patents with 853,638 reactions. Predict the reaction yield, written as a fraction of the theoretical maximum amount of product (1.0 means a 100% yield; for example, 0.34 means a 34% yield). The reactants are [Cl:1][C:2]1[CH:10]=[CH:9][C:5]2[O:6][CH2:7][O:8][C:4]=2[C:3]=1[NH:11][C:12]1[C:20]2[C:19]3[CH2:21][NH:22][CH2:23][CH2:24][C:18]=3[NH:17][C:16]=2[N:15]=[CH:14][CH:13]=1.CCN(C(C)C)C(C)C.[CH:34]1([C:38](Cl)=[O:39])[CH2:37][CH2:36][CH2:35]1. The catalyst is ClCCCl. The product is [Cl:1][C:2]1[CH:10]=[CH:9][C:5]2[O:6][CH2:7][O:8][C:4]=2[C:3]=1[NH:11][C:12]1[C:20]2[C:19]3[CH2:21][N:22]([C:38]([CH:34]4[CH2:37][CH2:36][CH2:35]4)=[O:39])[CH2:23][CH2:24][C:18]=3[NH:17][C:16]=2[N:15]=[CH:14][CH:13]=1. The yield is 0.300.